Dataset: Catalyst prediction with 721,799 reactions and 888 catalyst types from USPTO. Task: Predict which catalyst facilitates the given reaction. (1) Reactant: [CH:1]1[CH:2]=[CH:3][C:4]([C@@H:7]2[N:16]([C:17]([O:19][C@@H:20]3[CH:25]4[CH2:26][CH2:27][N:22]([CH2:23][CH2:24]4)[CH2:21]3)=[O:18])[CH2:15][CH2:14][C:13]3[CH:12]=[CH:11][CH:10]=[CH:9][C:8]2=3)=[CH:5][CH:6]=1.CC(C)=O.[C:32]([OH:39])(=[O:38])[CH2:33][CH2:34][C:35]([OH:37])=[O:36]. Product: [CH:1]1[CH:6]=[CH:5][C:4]([C@@H:7]2[N:16]([C:17]([O:19][C@@H:20]3[CH:25]4[CH2:24][CH2:23][N:22]([CH2:27][CH2:26]4)[CH2:21]3)=[O:18])[CH2:15][CH2:14][C:13]3[CH:12]=[CH:11][CH:10]=[CH:9][C:8]2=3)=[CH:3][CH:2]=1.[CH2:33]([C:32]([OH:39])=[O:38])[CH2:34][C:35]([OH:37])=[O:36]. The catalyst class is: 14. (2) Reactant: [Br:1][C:2]1[CH:7]=[C:6]([C:8]2[S:9][C:10]3[CH:16]=[C:15]([O:17]C)[CH:14]=[CH:13][C:11]=3[N:12]=2)[CH:5]=[CH:4][N:3]=1.B(Br)(Br)Br.O. Product: [Br:1][C:2]1[CH:7]=[C:6]([C:8]2[S:9][C:10]3[CH:16]=[C:15]([OH:17])[CH:14]=[CH:13][C:11]=3[N:12]=2)[CH:5]=[CH:4][N:3]=1. The catalyst class is: 2. (3) Reactant: [O:1]=[C:2]1[N:6]([C@@H:7]([C:9]2[CH:14]=[CH:13][CH:12]=[CH:11][CH:10]=2)[CH3:8])[CH2:5][CH:4]([C:15]([OH:17])=[O:16])[CH2:3]1. Product: [O:1]=[C:2]1[N:6]([C@@H:7]([C:9]2[CH:14]=[CH:13][CH:12]=[CH:11][CH:10]=2)[CH3:8])[CH2:5][CH:4]([C:15]([O:17][C:4]([CH3:15])([CH3:5])[CH3:3])=[O:16])[CH2:3]1. The catalyst class is: 4. (4) Reactant: [Br:1][C:2]1[CH:7]=[CH:6][C:5]([OH:8])=[CH:4][CH:3]=1.Cl.Cl[CH2:11][CH2:12][N:13]([CH2:16][CH3:17])[CH2:14][CH3:15].C([O-])([O-])=O.[Cs+].[Cs+].O. Product: [Br:1][C:2]1[CH:7]=[CH:6][C:5]([O:8][CH2:11][CH2:12][N:13]([CH2:16][CH3:17])[CH2:14][CH3:15])=[CH:4][CH:3]=1. The catalyst class is: 3. (5) Reactant: [Cl:1][C:2]1[N:7]=[C:6]([CH2:8][C:9]([C:11]2[C:12]([F:24])=[C:13]([NH:17][C:18](=[O:23])[O:19][CH2:20][CH:21]=[CH2:22])[CH:14]=[CH:15][CH:16]=2)=O)[CH:5]=[CH:4][N:3]=1.C1C(=O)N(Br)C(=O)C1.[O:33]1[CH2:38][CH2:37][CH:36]([C:39](=[S:41])[NH2:40])[CH2:35][CH2:34]1.O. Product: [Cl:1][C:2]1[N:7]=[C:6]([C:8]2[S:41][C:39]([CH:36]3[CH2:37][CH2:38][O:33][CH2:34][CH2:35]3)=[N:40][C:9]=2[C:11]2[C:12]([F:24])=[C:13]([NH:17][C:18](=[O:23])[O:19][CH2:20][CH:21]=[CH2:22])[CH:14]=[CH:15][CH:16]=2)[CH:5]=[CH:4][N:3]=1. The catalyst class is: 44. (6) Reactant: [CH3:1][C:2]([OH:10])([CH3:9])[CH2:3][O:4][CH2:5][CH:6]1[CH2:8][O:7]1.CC1(C)C2(CS(O)(=O)=O)C(CC1CC2)=O.C([O-])(O)=O.[Na+]. Product: [CH3:1][C:2]1([CH3:9])[O:10][CH:6]([CH2:8][OH:7])[CH2:5][O:4][CH2:3]1. The catalyst class is: 2. (7) Reactant: [H-].[Na+].[F:3][C:4]1[CH:5]=[C:6]([CH:10]=[CH:11][C:12]=1[CH:13]=[O:14])[C:7]([OH:9])=[O:8].[CH3:15]I.Cl. Product: [CH3:15][O:8][C:7](=[O:9])[C:6]1[CH:10]=[CH:11][C:12]([CH:13]=[O:14])=[C:4]([F:3])[CH:5]=1. The catalyst class is: 3. (8) Product: [ClH:27].[CH3:1][C:2]1[CH:16]=[CH:15][C:5]([C:6]([NH:8][C:9]2[S:10][C:11]([CH3:14])=[N:12][N:13]=2)=[O:7])=[CH:4][C:3]=1[C@@H:17]1[CH2:19][C@H:18]1[NH:20][CH:21]1[CH2:26][CH2:25][O:24][CH2:23][CH2:22]1. Reactant: [CH3:1][C:2]1[CH:16]=[CH:15][C:5]([C:6]([NH:8][C:9]2[S:10][C:11]([CH3:14])=[N:12][N:13]=2)=[O:7])=[CH:4][C:3]=1[C@@H:17]1[CH2:19][C@H:18]1[NH:20][CH:21]1[CH2:26][CH2:25][O:24][CH2:23][CH2:22]1.[ClH:27].CO. The catalyst class is: 92. (9) Reactant: [NH2:1][C:2]1([CH2:6][NH:7][C:8]2[C:17]3[C:12](=[CH:13][CH:14]=[C:15]([CH3:18])[CH:16]=3)[N:11]=[C:10](Cl)[N:9]=2)[CH2:5][O:4][CH2:3]1.[S:20]1(=[O:31])[C:26]2[CH:27]=[CH:28][CH:29]=[CH:30][C:25]=2[CH2:24][NH:23][CH2:22][CH2:21]1. Product: [NH2:1][C:2]1([CH2:6][NH:7][C:8]2[C:17]3[C:12](=[CH:13][CH:14]=[C:15]([CH3:18])[CH:16]=3)[N:11]=[C:10]([N:23]3[CH2:24][C:25]4[CH:30]=[CH:29][CH:28]=[CH:27][C:26]=4[S:20](=[O:31])[CH2:21][CH2:22]3)[N:9]=2)[CH2:5][O:4][CH2:3]1. The catalyst class is: 51. (10) Reactant: C(N(S(F)(F)F)CC)C.[CH3:10][O:11][C:12](=[O:28])[CH:13]([NH:16][C:17](=[O:27])[CH2:18][C:19]1[CH:24]=[CH:23][C:22]([O:25][CH3:26])=[CH:21][CH:20]=1)[CH2:14]O.C(Br)(Cl)(Cl)Cl.C1CCN2C(=NCCC2)CC1.C([O-])(O)=O.[Na+]. Product: [CH3:10][O:11][C:12]([C:13]1[N:16]=[C:17]([CH2:18][C:19]2[CH:24]=[CH:23][C:22]([O:25][CH3:26])=[CH:21][CH:20]=2)[O:27][CH:14]=1)=[O:28]. The catalyst class is: 4.